From a dataset of Catalyst prediction with 721,799 reactions and 888 catalyst types from USPTO. Predict which catalyst facilitates the given reaction. (1) Reactant: [Cl:1][C:2]1[CH:3]=[C:4]([C:12]2[N:16]=[C:15]([C:17]3[CH:23]=[CH:22][C:20]([NH2:21])=[CH:19][CH:18]=3)[O:14][N:13]=2)[CH:5]=[CH:6][C:7]=1[O:8][CH:9]([CH3:11])[CH3:10].O=[C:25]1[CH2:28][CH:27]([C:29]([OH:31])=[O:30])[CH2:26]1.C(O)(=O)C.C([BH3-])#N.[Na+]. Product: [Cl:1][C:2]1[CH:3]=[C:4]([C:12]2[N:16]=[C:15]([C:17]3[CH:18]=[CH:19][C:20]([NH:21][CH:25]4[CH2:28][CH:27]([C:29]([OH:31])=[O:30])[CH2:26]4)=[CH:22][CH:23]=3)[O:14][N:13]=2)[CH:5]=[CH:6][C:7]=1[O:8][CH:9]([CH3:11])[CH3:10]. The catalyst class is: 5. (2) Reactant: [O:1]=[C:2]1[N:7]([CH2:8][C:9]#[CH:10])[N:6]=[N:5][C:4]2=[C:11]([C:14](=[S:16])[NH2:15])[N:12]=[CH:13][N:3]12.[I:17][CH3:18]. Product: [IH:17].[CH3:18][S:16][C:14]([C:11]1[N:12]=[CH:13][N:3]2[C:2](=[O:1])[N:7]([CH2:8][C:9]#[CH:10])[N:6]=[N:5][C:4]=12)=[NH:15]. The catalyst class is: 23. (3) Product: [CH3:1][C:2]1[O:6][C:5]([C:7]2[CH:8]=[CH:9][CH:10]=[CH:11][CH:12]=2)=[N:4][C:3]=1[CH2:13][O:14][C:15]1[CH:16]=[CH:17][C:18]([CH2:19][O:20]/[N:21]=[C:25](/[C:33]2[CH:34]=[CH:35][CH:36]=[CH:37][CH:38]=2)\[CH2:26][CH2:27][CH2:28][CH2:29][C:30]([NH2:32])=[O:31])=[CH:22][CH:23]=1. The catalyst class is: 97. Reactant: [CH3:1][C:2]1[O:6][C:5]([C:7]2[CH:12]=[CH:11][CH:10]=[CH:9][CH:8]=2)=[N:4][C:3]=1[CH2:13][O:14][C:15]1[CH:23]=[CH:22][C:18]([CH2:19][O:20][NH2:21])=[CH:17][CH:16]=1.O=[C:25]([C:33]1[CH:38]=[CH:37][CH:36]=[CH:35][CH:34]=1)[CH2:26][CH2:27][CH2:28][CH2:29][C:30]([NH2:32])=[O:31].C(O)(=O)C.C([O-])(=O)C.[Na+]. (4) Reactant: [NH2:1][C:2]1([C:33]2[CH:38]=[CH:37][CH:36]=[CH:35][CH:34]=2)[CH2:7][CH2:6][N:5]([CH2:8][CH2:9][CH2:10][C:11]2([C:25]3[CH:30]=[CH:29][C:28]([Cl:31])=[C:27]([Cl:32])[CH:26]=3)[CH2:16][CH2:15][CH2:14][N:13]([C:17](=[O:24])[C:18]3[CH:23]=[CH:22][CH:21]=[CH:20][CH:19]=3)[CH2:12]2)[CH2:4][CH2:3]1.C(N(CC)CC)C.[C:46]1([C:51](Cl)=[O:52])[S:50][CH:49]=[CH:48][CH:47]=1.Cl. Product: [OH2:24].[ClH:31].[C:17]([N:13]1[CH2:14][CH2:15][CH2:16][C:11]([C:25]2[CH:30]=[CH:29][C:28]([Cl:31])=[C:27]([Cl:32])[CH:26]=2)([CH2:10][CH2:9][CH2:8][N:5]2[CH2:4][CH2:3][C:2]([NH:1][C:51](=[O:52])[C:46]3[S:50][CH:49]=[CH:48][CH:47]=3)([C:33]3[CH:38]=[CH:37][CH:36]=[CH:35][CH:34]=3)[CH2:7][CH2:6]2)[CH2:12]1)(=[O:24])[C:18]1[CH:23]=[CH:22][CH:21]=[CH:20][CH:19]=1. The catalyst class is: 2. (5) Reactant: N/[C:2](/[CH3:6])=[CH:3]\[C:4]#[N:5].Cl.[CH:8]1([NH:12][NH2:13])[CH2:11][CH2:10][CH2:9]1. Product: [CH:8]1([N:12]2[C:4]([NH2:5])=[CH:3][C:2]([CH3:6])=[N:13]2)[CH2:11][CH2:10][CH2:9]1. The catalyst class is: 8. (6) Reactant: [CH3:1][C@@H:2]([OH:5])[CH2:3][OH:4].[O:6]1[CH:11]=[CH:10][CH2:9][CH2:8][CH2:7]1.C(N(CC)CC)C. Product: [O:6]1[CH2:11][CH2:10][CH2:9][CH2:8][CH:7]1[O:4][CH2:3][C@H:2]([OH:5])[CH3:1]. The catalyst class is: 4. (7) Product: [F:1][C:2]1[CH:7]=[CH:6][C:5]([O:8][CH3:9])=[CH:4][C:3]=1[C:10]1[CH:15]=[CH:14][C:13]([O:16][CH2:23][C:24]2[CH:25]=[C:26]([CH2:30][CH2:31][CH2:32][OH:33])[CH:27]=[CH:28][CH:29]=2)=[CH:12][C:11]=1[CH2:17][C:18]([CH3:21])([CH3:20])[CH3:19]. Reactant: [F:1][C:2]1[CH:7]=[CH:6][C:5]([O:8][CH3:9])=[CH:4][C:3]=1[C:10]1[CH:15]=[CH:14][C:13]([OH:16])=[CH:12][C:11]=1[CH2:17][C:18]([CH3:21])([CH3:20])[CH3:19].O[CH2:23][C:24]1[CH:25]=[C:26]([CH2:30][CH2:31][CH2:32][OH:33])[CH:27]=[CH:28][CH:29]=1.C1(P(C2C=CC=CC=2)C2C=CC=CC=2)C=CC=CC=1.N(C(OCC)=O)=NC(OCC)=O. The catalyst class is: 182. (8) Reactant: [C:1]1([C:7]([C:9]2[CH:10]=[C:11]([OH:15])[CH:12]=[CH:13][CH:14]=2)=[CH2:8])[CH:6]=[CH:5][CH:4]=[CH:3][CH:2]=1.[Mg+2].[Cl-].[Cl-].[CH2:19]=[O:20].Cl. Product: [OH:15][C:11]1[CH:10]=[C:9]([C:7]([C:1]2[CH:2]=[CH:3][CH:4]=[CH:5][CH:6]=2)=[CH2:8])[CH:14]=[CH:13][C:12]=1[CH:19]=[O:20]. The catalyst class is: 10. (9) The catalyst class is: 71. Product: [ClH:1].[NH2:16][C@H:14]([C:6]1[C:7](=[O:13])[N:8]([CH3:12])[C:9]2[C:4]([CH:5]=1)=[CH:3][C:2]([Cl:1])=[CH:11][CH:10]=2)[CH3:15]. Reactant: [Cl:1][C:2]1[CH:3]=[C:4]2[C:9](=[CH:10][CH:11]=1)[N:8]([CH3:12])[C:7](=[O:13])[C:6]([C@@H:14]([NH:16][S@](C(C)(C)C)=O)[CH3:15])=[CH:5]2.Cl.